Dataset: Full USPTO retrosynthesis dataset with 1.9M reactions from patents (1976-2016). Task: Predict the reactants needed to synthesize the given product. (1) The reactants are: O[C@:2]1([CH2:33][O:34][CH2:35][C:36]2[CH:41]=[CH:40][CH:39]=[CH:38][CH:37]=2)[CH2:7][C:6](=[O:8])[C@H:5]([O:9][CH2:10][C:11]2[CH:16]=[CH:15][CH:14]=[CH:13][CH:12]=2)[C@@H:4]([O:17][CH2:18][C:19]2[CH:24]=[CH:23][CH:22]=[CH:21][CH:20]=2)[C@@H:3]1[O:25][CH2:26][C:27]1[CH:32]=[CH:31][CH:30]=[CH:29][CH:28]=1.FC(F)(F)C(OC(=O)C(F)(F)F)=O.N1C=CC=CC=1. Given the product [CH2:26]([O:25][C@H:3]1[C@H:4]([O:17][CH2:18][C:19]2[CH:24]=[CH:23][CH:22]=[CH:21][CH:20]=2)[C@@H:5]([O:9][CH2:10][C:11]2[CH:12]=[CH:13][CH:14]=[CH:15][CH:16]=2)[C:6](=[O:8])[CH:7]=[C:2]1[CH2:33][O:34][CH2:35][C:36]1[CH:37]=[CH:38][CH:39]=[CH:40][CH:41]=1)[C:27]1[CH:32]=[CH:31][CH:30]=[CH:29][CH:28]=1, predict the reactants needed to synthesize it. (2) Given the product [C:20]1([CH2:26][C:27]([NH:1][CH:2]2[C:15](=[O:16])[N:4]3[C:5]([C:12]([OH:14])=[O:13])=[C:6]([CH2:9][O:10][CH3:11])[CH2:7][S:8][C@H:3]23)=[O:28])[CH:25]=[CH:24][CH:23]=[CH:22][CH:21]=1, predict the reactants needed to synthesize it. The reactants are: [NH2:1][CH:2]1[C:15](=[O:16])[N:4]2[C:5]([C:12]([OH:14])=[O:13])=[C:6]([CH2:9][O:10][CH3:11])[CH2:7][S:8][C@H:3]12.C(Cl)Cl.[C:20]1([CH2:26][C:27](Cl)=[O:28])[CH:25]=[CH:24][CH:23]=[CH:22][CH:21]=1. (3) Given the product [F:17][C:14]1[CH:15]=[CH:16][C:11]2[N:10]=[C:9]([CH3:18])[N:8]([C:6]3[N:5]=[C:4]([NH:19][C:20]4[CH:25]=[CH:24][C:23]([C:26]([F:29])([F:28])[F:27])=[CH:22][CH:21]=4)[N:3]=[C:2]([NH2:31])[CH:7]=3)[C:12]=2[CH:13]=1, predict the reactants needed to synthesize it. The reactants are: Cl[C:2]1[CH:7]=[C:6]([N:8]2[C:12]3[CH:13]=[C:14]([F:17])[CH:15]=[CH:16][C:11]=3[N:10]=[C:9]2[CH3:18])[N:5]=[C:4]([NH:19][C:20]2[CH:25]=[CH:24][C:23]([C:26]([F:29])([F:28])[F:27])=[CH:22][CH:21]=2)[N:3]=1.[OH-].[NH4+:31]. (4) The reactants are: C([O:3][C:4](=[O:18])[CH:5](CCC(O)=O)[CH:6]([C:11]#[N:12])[CH2:7][CH:8]([CH3:10])[CH3:9])C.OS(O)(=O)=O. Given the product [C:11]([CH:6]([CH2:7][CH:8]([CH3:10])[CH3:9])[CH2:5][C:4]([OH:18])=[O:3])#[N:12], predict the reactants needed to synthesize it. (5) Given the product [C:1]([O:5][C:6](=[O:7])[NH:8][C@H:9]1[CH2:10][CH2:11][C@H:12]([C:15](=[O:17])[NH:40][C:27]2[CH:28]=[C:29]([O:31][C:32]3[CH:37]=[CH:36][C:35]([C:38]#[N:39])=[CH:34][CH:33]=3)[CH:30]=[C:25]([O:24][C:23]3[CH:41]=[CH:42][C:20]([C:18]#[N:19])=[CH:21][CH:22]=3)[CH:26]=2)[CH2:13][CH2:14]1)([CH3:2])([CH3:3])[CH3:4], predict the reactants needed to synthesize it. The reactants are: [C:1]([O:5][C:6]([NH:8][C@H:9]1[CH2:14][CH2:13][C@H:12]([C:15]([OH:17])=O)[CH2:11][CH2:10]1)=[O:7])([CH3:4])([CH3:3])[CH3:2].[C:18]([C:20]1[CH:42]=[CH:41][C:23]([O:24][C:25]2[CH:26]=[C:27]([NH2:40])[CH:28]=[C:29]([O:31][C:32]3[CH:37]=[CH:36][C:35]([C:38]#[N:39])=[CH:34][CH:33]=3)[CH:30]=2)=[CH:22][CH:21]=1)#[N:19].